From a dataset of Full USPTO retrosynthesis dataset with 1.9M reactions from patents (1976-2016). Predict the reactants needed to synthesize the given product. (1) Given the product [Br:1][C:2]1[CH:3]=[C:4]2[C:9](=[CH:10][CH:11]=1)[N:8]=[CH:7][C:6]([N+:12]([O-:14])=[O:13])=[C:5]2[CH:37]([S:38][C:39]1[CH:40]=[CH:41][CH:42]=[CH:43][CH:44]=1)[C:34]1[CH:33]=[CH:32][C:31]([C:27]([CH3:30])([CH3:26])[C:28]#[N:29])=[CH:36][CH:35]=1, predict the reactants needed to synthesize it. The reactants are: [Br:1][C:2]1[CH:3]=[C:4]2[C:9](=[CH:10][CH:11]=1)[N:8]=[CH:7][C:6]([N+:12]([O-:14])=[O:13])=[C:5]2Cl.[Li+].C[Si]([N-][Si](C)(C)C)(C)C.[CH3:26][C:27]([C:31]1[CH:36]=[CH:35][C:34]([CH2:37][S:38][C:39]2[CH:44]=[CH:43][CH:42]=[CH:41][CH:40]=2)=[CH:33][CH:32]=1)([CH3:30])[C:28]#[N:29]. (2) Given the product [C:1]([O:4][C@H:5]1[CH2:10][CH2:9][C@@H:8]([C:15]2[CH:20]=[CH:19][N:18]=[CH:17][C:16]=2[NH2:21])[O:7][C@@H:6]1[CH2:24][O:25][S:26]([C:29]1[CH:35]=[CH:34][C:32]([CH3:33])=[CH:31][CH:30]=1)(=[O:28])=[O:27])(=[O:3])[CH3:2].[C:1]([O:4][C@H:5]1[C@H:10]([O:11][C:12](=[O:14])[CH3:13])[CH2:9][C@@H:8]([C:15]2[CH:20]=[CH:19][N:18]=[CH:17][C:16]=2[NH2:21])[O:7][C@@H:6]1[CH2:24][O:25][S:26]([C:29]1[CH:35]=[CH:34][C:32]([CH3:33])=[CH:31][CH:30]=1)(=[O:27])=[O:28])(=[O:3])[CH3:2], predict the reactants needed to synthesize it. The reactants are: [C:1]([O:4][C@H:5]1[C@H:10]([O:11][C:12](=[O:14])[CH3:13])[CH:9]=[C:8]([C:15]2[CH:20]=[CH:19][N:18]=[CH:17][C:16]=2[N+:21]([O-])=O)[O:7][C@@H:6]1[CH2:24][O:25][S:26]([C:29]1[CH:35]=[CH:34][C:32]([CH3:33])=[CH:31][CH:30]=1)(=[O:28])=[O:27])(=[O:3])[CH3:2].